From a dataset of Full USPTO retrosynthesis dataset with 1.9M reactions from patents (1976-2016). Predict the reactants needed to synthesize the given product. (1) Given the product [Cl:3][CH2:15][CH:12]1[CH2:13][CH2:14][C:9]2([O:8][CH2:7][CH2:6][O:5]2)[CH2:10][CH2:11]1, predict the reactants needed to synthesize it. The reactants are: O=S(Cl)[Cl:3].[O:5]1[C:9]2([CH2:14][CH2:13][CH:12]([CH2:15]O)[CH2:11][CH2:10]2)[O:8][CH2:7][CH2:6]1.N1C=CC=CC=1. (2) Given the product [F:1][C:2]1[C:7]([OH:8])=[CH:6][CH:5]=[CH:4][C:3]=1[CH2:10][CH2:11][C:12]([O:14][CH2:15][CH3:16])=[O:13], predict the reactants needed to synthesize it. The reactants are: [F:1][C:2]1[C:7]([O:8]C)=[CH:6][CH:5]=[CH:4][C:3]=1[CH2:10][CH2:11][C:12]([O:14][CH2:15][CH3:16])=[O:13].B(Br)(Br)Br. (3) Given the product [CH3:23][O:22][C:20]1[C:19]([O:24][CH3:25])=[CH:18][C:17]2[C:7]3[C:6](=[C:5]4[CH:4]=[C:3]5[O:2][CH2:1][O:13][C:12]5=[CH:11][C:10]4=[N:9][CH:8]=3)[N:14]([CH2:28][CH2:29][N:30]([CH3:32])[CH3:31])[C:15](=[O:27])[C:16]=2[CH:21]=1, predict the reactants needed to synthesize it. The reactants are: [CH2:1]1[O:13][C:12]2[CH:11]=[C:10]3[C:5]([C:6]([N:14]([CH2:28][CH2:29][N:30]([CH3:32])[CH3:31])[C:15](=[O:27])[C:16]4[CH:21]=[C:20]([O:22][CH3:23])[C:19]([O:24][CH3:25])=[CH:18][C:17]=4I)=[CH:7][CH:8]=[N:9]3)=[CH:4][C:3]=2[O:2]1. (4) Given the product [O:5]1[C:9]2[CH:10]=[CH:11][CH:12]=[CH:13][C:8]=2[N:7]=[C:6]1[C:14]1[CH:15]=[CH:16][C:17]([C:18]([N:26]2[CH2:25][CH2:24][N:23]([C:29]([O:31][C:32]([CH3:35])([CH3:34])[CH3:33])=[O:30])[CH2:28][CH2:27]2)=[O:20])=[CH:21][CH:22]=1, predict the reactants needed to synthesize it. The reactants are: S(Cl)(Cl)=O.[O:5]1[C:9]2[CH:10]=[CH:11][CH:12]=[CH:13][C:8]=2[N:7]=[C:6]1[C:14]1[CH:22]=[CH:21][C:17]([C:18]([OH:20])=O)=[CH:16][CH:15]=1.[N:23]1([C:29]([O:31][C:32]([CH3:35])([CH3:34])[CH3:33])=[O:30])[CH2:28][CH2:27][NH:26][CH2:25][CH2:24]1.C(N(CC)C(C)C)(C)C. (5) Given the product [CH3:8][O:9][CH2:10][CH2:11][N:12]1[CH:6]([C:2]2[S:1][CH:5]=[CH:4][N:3]=2)[CH:14]([C:13]([NH:30][C:29]2[CH:31]=[CH:32][CH:33]=[C:27]([O:26][CH3:25])[CH:28]=2)=[O:24])[C:15]2[C:16](=[CH:20][CH:21]=[CH:22][CH:23]=2)[C:17]1=[O:19], predict the reactants needed to synthesize it. The reactants are: [S:1]1[CH:5]=[CH:4][N:3]=[C:2]1[CH:6]=O.[CH3:8][O:9][CH2:10][CH2:11][NH2:12].[C:13]1(=[O:24])[O:19][C:17](=O)[C:16]2=[CH:20][CH:21]=[CH:22][CH:23]=[C:15]2[CH2:14]1.[CH3:25][O:26][C:27]1[CH:28]=[C:29]([CH:31]=[CH:32][CH:33]=1)[NH2:30]. (6) Given the product [CH3:32][C:31]([OH:34])([C:26]1[CH:27]=[CH:28][CH:29]=[CH:30][C:25]=1[CH2:24][CH2:23][C@@H:22]([S:35][CH2:36][C:37]1([CH2:44][C:43]([OH:1])=[O:45])[CH2:39][CH2:38]1)[C:18]1[CH:19]=[CH:20][CH:21]=[C:16](/[CH:15]=[CH:14]/[C:10]2[CH:9]=[CH:8][C:7]3[CH:6]=[CH:5][C:4]([Cl:3])=[CH:13][C:12]=3[N:11]=2)[CH:17]=1)[CH3:33], predict the reactants needed to synthesize it. The reactants are: [OH-:1].[Na+].[Cl:3][C:4]1[CH:13]=[C:12]2[C:7]([CH:8]=[CH:9][C:10](/[CH:14]=[CH:15]/[C:16]3[CH:17]=[C:18]([C@H:22]([S:35][CH2:36][C:37]4(CC#N)[CH2:39][CH2:38]4)[CH2:23][CH2:24][C:25]4[CH:30]=[CH:29][CH:28]=[CH:27][C:26]=4[C:31]([OH:34])([CH3:33])[CH3:32])[CH:19]=[CH:20][CH:21]=3)=[N:11]2)=[CH:6][CH:5]=1.[CH2:43]([OH:45])[CH3:44]. (7) Given the product [F:11][C:10]1[C:2]([NH:1][C:16](=[O:23])[C:17]2[CH:22]=[CH:21][CH:20]=[N:19][CH:18]=2)=[CH:3][CH:4]=[C:5]2[C:9]=1[N:8]([CH3:12])[C:7](=[O:13])[C:6]2([CH3:15])[CH3:14], predict the reactants needed to synthesize it. The reactants are: [NH2:1][C:2]1[C:10]([F:11])=[C:9]2[C:5]([C:6]([CH3:15])([CH3:14])[C:7](=[O:13])[N:8]2[CH3:12])=[CH:4][CH:3]=1.[C:16](O)(=[O:23])[C:17]1[CH:22]=[CH:21][CH:20]=[N:19][CH:18]=1.